Dataset: Forward reaction prediction with 1.9M reactions from USPTO patents (1976-2016). Task: Predict the product of the given reaction. Given the reactants [N:1]1([C:7]2[CH:29]=[CH:28][C:10]([NH:11][C:12]3[N:17]=[C:16]([C:18]4[N:22]([CH:23]([CH3:25])[CH3:24])[C:21]([CH3:26])=[N:20][CH:19]=4)[C:15]([F:27])=[CH:14][N:13]=3)=[CH:9][C:8]=2[CH3:30])[CH2:6][CH2:5][NH:4][CH2:3][CH2:2]1.[C:31](O)(=[O:35])[C@H:32]([CH3:34])[OH:33].C1C=CC2N(O)N=NC=2C=1.O.CCN(C(C)C)C(C)C.CCN=C=NCCCN(C)C, predict the reaction product. The product is: [OH:33][C@@H:32]([CH3:34])[C:31]([N:4]1[CH2:5][CH2:6][N:1]([C:7]2[CH:29]=[CH:28][C:10]([NH:11][C:12]3[N:17]=[C:16]([C:18]4[N:22]([CH:23]([CH3:25])[CH3:24])[C:21]([CH3:26])=[N:20][CH:19]=4)[C:15]([F:27])=[CH:14][N:13]=3)=[CH:9][C:8]=2[CH3:30])[CH2:2][CH2:3]1)=[O:35].